This data is from TCR-epitope binding with 47,182 pairs between 192 epitopes and 23,139 TCRs. The task is: Binary Classification. Given a T-cell receptor sequence (or CDR3 region) and an epitope sequence, predict whether binding occurs between them. (1) The epitope is CLGGLLTMV. The TCR CDR3 sequence is CASSLEGPGGGEQYF. Result: 0 (the TCR does not bind to the epitope). (2) Result: 1 (the TCR binds to the epitope). The TCR CDR3 sequence is CASSSRTSGAGELFF. The epitope is FVDGVPFVV. (3) The epitope is FLNGSCGSV. The TCR CDR3 sequence is CASSPSTGGVDEQYF. Result: 1 (the TCR binds to the epitope). (4) The epitope is LLQTGIHVRVSQPSL. The TCR CDR3 sequence is CSAVRGGGNTEAFF. Result: 1 (the TCR binds to the epitope).